Dataset: Reaction yield outcomes from USPTO patents with 853,638 reactions. Task: Predict the reaction yield, written as a fraction of the theoretical maximum amount of product (1.0 means a 100% yield; for example, 0.34 means a 34% yield). The reactants are [Cl-].[C:2]([O:6][C:7](=[O:10])[CH2:8][Zn+])([CH3:5])([CH3:4])[CH3:3].[Br:11][C:12]1[CH:13]=[C:14]2[C:25](=[CH:26][CH:27]=1)[O:24][C:17]1[C:18]([F:23])=[N:19][C:20]([Cl:22])=[CH:21][C:16]=1/[C:15]/2=[N:28]\[S:29]([C:31]([CH3:34])([CH3:33])[CH3:32])=[O:30]. The catalyst is C1COCC1.CCOC(C)=O. The product is [Br:11][C:12]1[CH:13]=[C:14]2[C:25](=[CH:26][CH:27]=1)[O:24][C:17]1[C:18]([F:23])=[N:19][C:20]([Cl:22])=[CH:21][C:16]=1[C:15]2([CH2:8][C:7]([O:6][C:2]([CH3:5])([CH3:4])[CH3:3])=[O:10])[NH:28][S:29]([C:31]([CH3:34])([CH3:33])[CH3:32])=[O:30]. The yield is 0.591.